This data is from Forward reaction prediction with 1.9M reactions from USPTO patents (1976-2016). The task is: Predict the product of the given reaction. (1) Given the reactants [CH3:1][C:2]1[N:3]=[CH:4][C:5]([C:8](=O)[CH2:9][C:10](=O)[C:11]([O:13][CH2:14][CH3:15])=[O:12])=[N:6][CH:7]=1.[NH:18]([C:20]1[CH:21]=[N:22][CH:23]=[CH:24][CH:25]=1)[NH2:19].C(O)(=O)C.C(=O)(O)[O-].[Na+], predict the reaction product. The product is: [CH3:1][C:2]1[N:3]=[CH:4][C:5]([C:8]2[N:18]([C:20]3[CH:21]=[N:22][CH:23]=[CH:24][CH:25]=3)[N:19]=[C:10]([C:11]([O:13][CH2:14][CH3:15])=[O:12])[CH:9]=2)=[N:6][CH:7]=1. (2) The product is: [CH3:1][N:2]1[CH:6]=[CH:5][C:4]([NH:7][C:8]([C:10]2[CH:15]=[C:14]([C:27]3[CH:32]=[CH:31][N:30]=[C:29]([C:33]#[N:34])[CH:28]=3)[CH:13]=[C:12]([CH3:25])[N:11]=2)=[O:9])=[N:3]1. Given the reactants [CH3:1][N:2]1[CH:6]=[CH:5][C:4]([NH:7][C:8]([C:10]2[CH:15]=[C:14](B3OC(C)(C)C(C)(C)O3)[CH:13]=[C:12]([CH3:25])[N:11]=2)=[O:9])=[N:3]1.Br[C:27]1[CH:32]=[CH:31][N:30]=[C:29]([C:33]#[N:34])[CH:28]=1, predict the reaction product.